From a dataset of Acute oral toxicity (LD50) regression data from Zhu et al.. Regression/Classification. Given a drug SMILES string, predict its toxicity properties. Task type varies by dataset: regression for continuous values (e.g., LD50, hERG inhibition percentage) or binary classification for toxic/non-toxic outcomes (e.g., AMES mutagenicity, cardiotoxicity, hepatotoxicity). Dataset: ld50_zhu. The molecule is Nc1ccc2ccc3cccc4ccc1c2c34. The rat oral LD50 is 2.31, given as -log10 of the dose in mol/kg body weight (higher means more acutely toxic).